This data is from Catalyst prediction with 721,799 reactions and 888 catalyst types from USPTO. The task is: Predict which catalyst facilitates the given reaction. (1) Reactant: [F:1][C:2]([F:28])([F:27])[C:3]1[CH:8]=[CH:7][C:6]([C:9]2[CH:14]=[CH:13][CH:12]=[CH:11][C:10]=2[C:15]([NH:17][C:18]2[CH:26]=[CH:25][C:21]([C:22](O)=[O:23])=[CH:20][CH:19]=2)=[O:16])=[CH:5][CH:4]=1.CCN=C=NCCCN(C)C.Cl.[N:41]1[CH:46]=[CH:45][CH:44]=[CH:43][C:42]=1[CH2:47][CH2:48][NH2:49].C(OCC)(=O)C. Product: [N:41]1[CH:46]=[CH:45][CH:44]=[CH:43][C:42]=1[CH2:47][CH2:48][NH:49][C:22]([C:21]1[CH:20]=[CH:19][C:18]([NH:17][C:15]([C:10]2[C:9]([C:6]3[CH:7]=[CH:8][C:3]([C:2]([F:1])([F:27])[F:28])=[CH:4][CH:5]=3)=[CH:14][CH:13]=[CH:12][CH:11]=2)=[O:16])=[CH:26][CH:25]=1)=[O:23]. The catalyst class is: 35. (2) Product: [CH3:21][S:22][C:23]([NH:11][CH2:10][C:3]1[C:4]2[CH:5]=[CH:6][CH:7]=[CH:8][C:9]=2[NH:1][CH:2]=1)=[O:30]. Reactant: [NH:1]1[C:9]2[C:4](=[CH:5][CH:6]=[CH:7][CH:8]=2)[C:3]([CH2:10][NH2:11])=[CH:2]1.CCN(CC)CC.ClC1C=[CH:23][S:22][C:21]=1C(OC)=O.C[OH:30]. The catalyst class is: 6. (3) Reactant: C(OC([NH:8][C@@H:9]1[C@H:14]([NH:15][C:16]2[N:21]=[C:20]([C:22]3[S:26][N:25]=[C:24]([CH3:27])[CH:23]=3)[C:19]3[C:28](=[O:38])[N:29](C(OC(C)(C)C)=O)[CH2:30][C:18]=3[C:17]=2[F:39])[CH2:13][CH2:12][O:11][CH2:10]1)=O)(C)(C)C.[C:40]([OH:46])([C:42]([F:45])([F:44])[F:43])=[O:41]. Product: [C:40]([OH:46])([C:42]([F:45])([F:44])[F:43])=[O:41].[NH2:8][C@@H:9]1[C@H:14]([NH:15][C:16]2[N:21]=[C:20]([C:22]3[S:26][N:25]=[C:24]([CH3:27])[CH:23]=3)[C:19]3[C:28](=[O:38])[NH:29][CH2:30][C:18]=3[C:17]=2[F:39])[CH2:13][CH2:12][O:11][CH2:10]1. The catalyst class is: 2.